This data is from Experimentally validated miRNA-target interactions with 360,000+ pairs, plus equal number of negative samples. The task is: Binary Classification. Given a miRNA mature sequence and a target amino acid sequence, predict their likelihood of interaction. The miRNA is hsa-miR-3663-5p with sequence GCUGGUCUGCGUGGUGCUCGG. The protein sequence of the target gene is MLARRQRDPLQALRRRNQELKQQVDSLLSESQLKEALEPNKRQHIYQRCIQLKQAIDENKNALQKLSKADESAPVANYNQRKEEEHTLLDKLTQQLQGLAVTISRENITEVGAPTEEEEESESEDSEDSGGEEEDAEEEEEEKEENESHKWSTGEEYIAVGDFTAQQVGDLTFKKGEILLVIEKKPDGWWIAKDAKGNEGLVPRTYLEPYSEEEEGQESSEEGSEEDVEAVDETADGAEVKQRTDPHWSAVQKAISEAGIFCLVNHVSFCYLIVLMRNRMETVEDTNGSETGFRAWNVQS.... Result: 1 (interaction).